Dataset: Full USPTO retrosynthesis dataset with 1.9M reactions from patents (1976-2016). Task: Predict the reactants needed to synthesize the given product. (1) Given the product [F:34][C:35]1[CH:36]=[C:37]([S:42]([NH:45][C:46]2[CH:47]=[CH:48][C:49]([C:52]3[CH:60]=[C:59]4[C:55]([CH2:56][N:57]([C@@H:62]([CH:67]([CH3:69])[CH3:68])[C:63]([OH:65])=[O:64])[C:58]4=[O:61])=[CH:54][CH:53]=3)=[CH:50][CH:51]=2)(=[O:44])=[O:43])[CH:38]=[CH:39][C:40]=1[F:41], predict the reactants needed to synthesize it. The reactants are: CC(C)[C@H](N1CC2C(=CC(C3C=CC(NS(C4C=CC=CC=4)(=O)=O)=CC=3)=CC=2)C1=O)C(O)=O.[F:34][C:35]1[CH:36]=[C:37]([S:42]([NH:45][C:46]2[CH:51]=[CH:50][C:49]([C:52]3[CH:60]=[C:59]4[C:55]([CH2:56][N:57]([C@@H:62]([CH:67]([CH3:69])[CH3:68])[C:63]([O:65]C)=[O:64])[C:58]4=[O:61])=[CH:54][CH:53]=3)=[CH:48][CH:47]=2)(=[O:44])=[O:43])[CH:38]=[CH:39][C:40]=1[F:41]. (2) Given the product [Cl:18][C:19]1[CH:24]=[CH:23][C:22]([CH2:25][C:26]([NH:1][N:2]2[N:11]=[C:10]([CH:12]3[CH2:16][CH2:15][CH2:14][CH2:13]3)[C:9]3[C:4](=[CH:5][CH:6]=[CH:7][CH:8]=3)[C:3]2=[O:17])=[O:27])=[CH:21][CH:20]=1, predict the reactants needed to synthesize it. The reactants are: [NH2:1][N:2]1[N:11]=[C:10]([CH:12]2[CH2:16][CH2:15][CH2:14][CH2:13]2)[C:9]2[C:4](=[CH:5][CH:6]=[CH:7][CH:8]=2)[C:3]1=[O:17].[Cl:18][C:19]1[CH:24]=[CH:23][C:22]([CH2:25][C:26](O)=[O:27])=[CH:21][CH:20]=1. (3) Given the product [CH3:23][O:24][CH2:25][CH2:26][N:27]1[CH2:32][CH2:31][CH:30]([O:33][C:34]2[CH:35]=[CH:36][C:37]([C:2]3[C:10]4[C:5](=[CH:6][CH:7]=[C:8]([C:11]([NH:13][CH:14]([C:17]5[CH:22]=[CH:21][CH:20]=[CH:19][CH:18]=5)[CH2:15][CH3:16])=[O:12])[CH:9]=4)[NH:4][N:3]=3)=[CH:38][CH:39]=2)[CH2:29][CH2:28]1, predict the reactants needed to synthesize it. The reactants are: I[C:2]1[C:10]2[C:5](=[CH:6][CH:7]=[C:8]([C:11]([NH:13][CH:14]([C:17]3[CH:22]=[CH:21][CH:20]=[CH:19][CH:18]=3)[CH2:15][CH3:16])=[O:12])[CH:9]=2)[NH:4][N:3]=1.[CH3:23][O:24][CH2:25][CH2:26][N:27]1[CH2:32][CH2:31][CH:30]([O:33][C:34]2[CH:39]=[CH:38][C:37](B3OC(C)(C)C(C)(C)O3)=[CH:36][CH:35]=2)[CH2:29][CH2:28]1. (4) Given the product [CH2:20]([C:19]([C:16]1[CH:15]=[CH:14][C:13]([C:11]2[CH:12]=[C:7]([CH2:6][C:5]([OH:39])=[O:4])[CH:8]=[N:9][CH:10]=2)=[CH:18][CH:17]=1)([C:22]1[CH:27]=[CH:26][C:25]([C:28]#[C:29][C:30]([CH2:31][CH3:32])([OH:33])[CH2:34][CH3:35])=[C:24]([CH3:36])[CH:23]=1)[CH2:37][CH3:38])[CH3:21], predict the reactants needed to synthesize it. The reactants are: [OH-].[Na+].C[O:4][C:5](=[O:39])[CH2:6][C:7]1[CH:8]=[N:9][CH:10]=[C:11]([C:13]2[CH:18]=[CH:17][C:16]([C:19]([CH2:37][CH3:38])([C:22]3[CH:27]=[CH:26][C:25]([C:28]#[C:29][C:30]([CH2:34][CH3:35])([OH:33])[CH2:31][CH3:32])=[C:24]([CH3:36])[CH:23]=3)[CH2:20][CH3:21])=[CH:15][CH:14]=2)[CH:12]=1.[Cl-].[NH4+].